Dataset: Reaction yield outcomes from USPTO patents with 853,638 reactions. Task: Predict the reaction yield, written as a fraction of the theoretical maximum amount of product (1.0 means a 100% yield; for example, 0.34 means a 34% yield). (1) The reactants are [BH4-].[Na+].[C:3]1([S:9]([N:12]2[C:20]3[C:15](=[CH:16][C:17]([C:21](=O)[CH3:22])=[CH:18][CH:19]=3)[CH2:14][CH2:13]2)(=[O:11])=[O:10])[CH:8]=[CH:7][CH:6]=[CH:5][CH:4]=1.O.[OH-].[Na+]. The catalyst is C(O)(C(F)(F)F)=O. The product is [CH2:21]([C:17]1[CH:16]=[C:15]2[C:20](=[CH:19][CH:18]=1)[N:12]([S:9]([C:3]1[CH:8]=[CH:7][CH:6]=[CH:5][CH:4]=1)(=[O:11])=[O:10])[CH2:13][CH2:14]2)[CH3:22]. The yield is 0.470. (2) The reactants are [CH2:1]([O:8][C:9]1[CH:10]=[C:11]([CH:30]=[CH:31][CH:32]=1)[O:12][C:13]1[CH:20]=[CH:19][C:16](C=O)=[C:15]([B:21]2[O:25][C:24](C)(C)C(C)(C)[O:22]2)[CH:14]=1)[C:2]1[CH:7]=[CH:6][CH:5]=[CH:4][CH:3]=1.[BH4-].[Na+]. The catalyst is CO.C1COCC1. The product is [CH2:1]([O:8][C:9]1[CH:10]=[C:11]([CH:30]=[CH:31][CH:32]=1)[O:12][C:13]1[CH:20]=[CH:19][C:16]2[CH2:24][O:25][B:21]([OH:22])[C:15]=2[CH:14]=1)[C:2]1[CH:3]=[CH:4][CH:5]=[CH:6][CH:7]=1. The yield is 0.350. (3) The reactants are [Br:1][C:2]1[CH:3]=[C:4]2[C:8](=[CH:9][C:10]=1[O:11][CH2:12][C:13]([CH3:15])=[CH2:14])[N:7]([CH3:16])[C:6]([CH2:17][OH:18])=[CH:5]2.N1C=CN=C1.[CH3:24][C:25]([Si:28](Cl)([CH3:30])[CH3:29])([CH3:27])[CH3:26]. No catalyst specified. The product is [Br:1][C:2]1[CH:3]=[C:4]2[C:8](=[CH:9][C:10]=1[O:11][CH2:12][C:13]([CH3:15])=[CH2:14])[N:7]([CH3:16])[C:6]([CH2:17][O:18][Si:28]([C:25]([CH3:27])([CH3:26])[CH3:24])([CH3:30])[CH3:29])=[CH:5]2. The yield is 0.900. (4) The product is [F:36][C:30]1[CH:31]=[CH:32][CH:33]=[C:34]([F:35])[C:29]=1[C:9]1[NH:8][C:16]2[CH2:15][CH2:14][N:13]([C:17]3[CH:18]=[N:19][C:20]([S:24]([CH3:27])(=[O:26])=[O:25])=[CH:21][C:22]=3[CH3:23])[CH:12]([CH3:28])[C:11]=2[CH:10]=1. The catalyst is CO. The yield is 0.600. The reactants are C(OC([N:8]1[C:16]2[CH2:15][CH2:14][N:13]([C:17]3[CH:18]=[N:19][C:20]([S:24]([CH3:27])(=[O:26])=[O:25])=[CH:21][C:22]=3[CH3:23])[CH:12]([CH3:28])[C:11]=2[CH:10]=[C:9]1[C:29]1[C:34]([F:35])=[CH:33][CH:32]=[CH:31][C:30]=1[F:36])=O)(C)(C)C.C([O-])([O-])=O.[K+].[K+]. (5) The reactants are [C:1]1([CH3:9])[CH:6]=[CH:5][CH:4]=[CH:3][C:2]=1[NH:7]N.O=[C:11]([CH2:15][CH3:16])[C:12]([OH:14])=[O:13].[CH2:17](O)[CH3:18]. No catalyst specified. The product is [CH3:16][C:15]1[C:3]2[C:2](=[C:1]([CH3:9])[CH:6]=[CH:5][CH:4]=2)[NH:7][C:11]=1[C:12]([O:14][CH2:17][CH3:18])=[O:13]. The yield is 0.270. (6) The reactants are [Br:1][C:2]1[C:3]([N:19]2[CH2:24][CH2:23][CH2:22][C@@H:21]([NH:25]C(=O)OC(C)(C)C)[CH2:20]2)=[C:4]2[C:10]([NH:11][C:12]([CH:14]3[CH2:18][CH2:17][O:16][CH2:15]3)=[O:13])=[CH:9][NH:8][C:5]2=[N:6][CH:7]=1.[ClH:33]. The catalyst is C(O)(C(F)(F)F)=O.CO.C(Cl)Cl.CCOCC. The product is [ClH:33].[NH2:25][C@@H:21]1[CH2:22][CH2:23][CH2:24][N:19]([C:3]2[C:2]([Br:1])=[CH:7][N:6]=[C:5]3[NH:8][CH:9]=[C:10]([NH:11][C:12]([CH:14]4[CH2:18][CH2:17][O:16][CH2:15]4)=[O:13])[C:4]=23)[CH2:20]1. The yield is 0.370. (7) The yield is 0.430. The product is [Cl:1][C:2]1[CH:20]=[CH:19][C:18]([Cl:21])=[CH:17][C:3]=1[CH2:4][N:5]1[CH2:10][CH2:9][N:8]([CH3:11])[C:7]2[N:12]=[CH:13][C:14]([C:32]3[CH:31]=[N:30][C:29]([N:26]4[CH2:25][CH2:24][N:23]([CH3:22])[CH2:28][CH2:27]4)=[CH:34][CH:33]=3)=[CH:15][C:6]1=2. No catalyst specified. The reactants are [Cl:1][C:2]1[CH:20]=[CH:19][C:18]([Cl:21])=[CH:17][C:3]=1[CH2:4][N:5]1[CH2:10][CH2:9][N:8]([CH3:11])[C:7]2[N:12]=[CH:13][C:14](I)=[CH:15][C:6]1=2.[CH3:22][N:23]1[CH2:28][CH2:27][N:26]([C:29]2[CH:34]=[CH:33][C:32](B3OC(C)(C)C(C)(C)O3)=[CH:31][N:30]=2)[CH2:25][CH2:24]1.